This data is from Experimentally validated miRNA-target interactions with 360,000+ pairs, plus equal number of negative samples. The task is: Binary Classification. Given a miRNA mature sequence and a target amino acid sequence, predict their likelihood of interaction. (1) The miRNA is mmu-miR-345-3p with sequence CCUGAACUAGGGGUCUGGAGAC. Result: 0 (no interaction). The protein sequence of the target gene is MGAAAKLAFAVFLISCSSGAILGRSETQECLFFNANWEKDRTNQTGVEPCYGDKDKRRHCFATWKNISGSIEIVKQGCWLDDINCYDRTDCVEKKDSPEVYFCCCEGNMCNEKFSYFPEMEVTQPTSNPVTPKPPYYNILLYSLVPLMLIAGIVICAFWVYRHHKMAYPPVLVPTQDPGPPPPSPLLGLKPLQLLEVKARGRFGCVWKAQLLNEYVAVKIFPIQDKQSWQNEYEVYSLPGMKHENILQFIGAEKRGTSVDVDLWLITAFHEKGSLSDFLKANVVSWNELCHIAETMARGL.... (2) The miRNA is hsa-miR-4478 with sequence GAGGCUGAGCUGAGGAG. The protein sequence of the target gene is MAAAAVSESWPELELAERERRRELLLTGPGLEERVRAAGGQLPPRLFTLPLLHYLEVSGCGSLRAPGPGLAQGLPQLHSLVLRRNALGPGLSPELGPLPALRVLDLSGNALEALPPGQGLGPAEPPGLPQLQSLNLSGNRLRELPADLARCAPRLQSLNLTGNCLDSFPAELFRPGALPLLSELAAADNCLRELSPDIAHLASLKTLDLSNNQLSEIPAELADCPKLKEINFRGNKLRDKRLEKMVSGCQTRSILEYLRVGGRGGGKGKGRAEGSEKEESRRKRRERKQRREGGDGEEQD.... Result: 1 (interaction). (3) The miRNA is hsa-miR-4638-3p with sequence CCUGGACACCGCUCAGCCGGCCG. Result: 0 (no interaction). The protein sequence of the target gene is MAGSGCAWGAEPPRFLEAFGRLWQVQSRLGSGSSASVYRVRCCGTPGSPPGALKQFLPPGTTGAAASAAEYGFRKERAALEQLQGHRNIVTLYGVFTIHFSPNVPSRCLLLELLDVSVSELLLYSSHQGCSMWMIQHCARDVLEALAFLHHEGYVHADLKPRNILWSAENECFKLIDFGLSFKEGNQDVKYIQTDGYRAPEAELQNCLAQAGLQSDTECTSAVDLWSLGIILLEMFSGMKLKHTVRSQEWKANSSAIIDHIFASKAVVNAAIPAYHLRDLIKSMLHDDPGRRIPAEMALC....